Dataset: Full USPTO retrosynthesis dataset with 1.9M reactions from patents (1976-2016). Task: Predict the reactants needed to synthesize the given product. (1) Given the product [CH3:1][CH2:2][CH2:3][CH2:4][C:5]1[N:9]([CH2:10][C:11]2[CH:16]=[CH:15][C:14]([C:17]3[CH:18]=[CH:19][CH:20]=[CH:21][C:22]=3[C:23]3[N:27]=[N:26][NH:25][N:24]=3)=[CH:13][CH:12]=2)[C:8]([CH2:28][OH:29])=[C:7]([Cl:30])[N:6]=1.[Mg:34], predict the reactants needed to synthesize it. The reactants are: [CH3:1][CH2:2][CH2:3][CH2:4][C:5]1[N:9]([CH2:10][C:11]2[CH:12]=[CH:13][C:14]([C:17]3[CH:18]=[CH:19][CH:20]=[CH:21][C:22]=3[C:23]3[N:27]=[N:26][NH:25][N:24]=3)=[CH:15][CH:16]=2)[C:8]([CH2:28][OH:29])=[C:7]([Cl:30])[N:6]=1.[O-]CC.[Mg+2:34].[O-]CC.CCCCCCC. (2) Given the product [NH3:1].[CH2:41]([Cl:42])[Cl:19].[CH3:20][N:21]([CH3:22])[CH2:15][C:14]1[CH:17]=[CH:18][C:11]([O:10][CH2:9][CH2:8][CH2:7][N:1]2[CH2:6][CH2:5][CH2:4][CH2:3][CH2:2]2)=[CH:12][CH:13]=1, predict the reactants needed to synthesize it. The reactants are: [N:1]1([CH2:7][CH2:8][CH2:9][O:10][C:11]2[CH:18]=[CH:17][C:14]([CH:15]=O)=[CH:13][CH:12]=2)[CH2:6][CH2:5][CH2:4][CH2:3][CH2:2]1.[ClH:19].[CH3:20][NH:21][CH3:22].C(O[BH-](OC(=O)C)OC(=O)C)(=O)C.[Na+].[OH-].[Na+].ClC[CH2:41][Cl:42]. (3) Given the product [F:1][C:2]1[CH:7]=[C:6]([I:8])[CH:5]=[CH:4][C:3]=1[NH:9][C:10]1[NH:17][C:20]2[C:21](=[O:24])[CH2:22][CH2:23][C:19]=2[C:11]=1[C:12]([O:14][CH2:15][CH3:16])=[O:13], predict the reactants needed to synthesize it. The reactants are: [F:1][C:2]1[CH:7]=[C:6]([I:8])[CH:5]=[CH:4][C:3]=1[NH:9][C:10](=[NH:17])[CH2:11][C:12]([O:14][CH2:15][CH3:16])=[O:13].Br[C:19]1[CH2:23][CH2:22][C:21](=[O:24])[C:20]=1O. (4) Given the product [NH:1]1[C:5]2[CH:6]=[CH:7][C:8]([C:10]([N:21]3[CH2:22][CH2:23][CH2:24][C@@H:25]4[C:26]5[CH:27]=[C:15]([O:14][CH3:13])[C:16]([CH3:28])=[CH:17][C:18]=5[CH2:19][C@H:20]34)=[O:12])=[CH:9][C:4]=2[N:3]=[CH:2]1, predict the reactants needed to synthesize it. The reactants are: [NH:1]1[C:5]2[CH:6]=[CH:7][C:8]([C:10]([OH:12])=O)=[CH:9][C:4]=2[N:3]=[CH:2]1.[CH3:13][O:14][C:15]1[C:16]([CH3:28])=[CH:17][C:18]2[CH2:19][C@H:20]3[C@@H:25]([C:26]=2[CH:27]=1)[CH2:24][CH2:23][CH2:22][NH:21]3.